Dataset: Forward reaction prediction with 1.9M reactions from USPTO patents (1976-2016). Task: Predict the product of the given reaction. (1) Given the reactants Br[C:2]1[CH:3]=[C:4]2[C:8](=[CH:9][CH:10]=1)[NH:7][N:6]=[C:5]2[CH2:11][CH3:12].C([Li])(C)(C)C.CCCCC.CN(C)[CH:25]=[O:26], predict the reaction product. The product is: [CH2:11]([C:5]1[C:4]2[C:8](=[CH:9][CH:10]=[C:2]([CH:25]=[O:26])[CH:3]=2)[NH:7][N:6]=1)[CH3:12]. (2) Given the reactants [Br:1][C:2]1[C:3]([CH:8]=O)=[N:4][CH:5]=[CH:6][CH:7]=1.[CH3:10][NH:11][NH2:12], predict the reaction product. The product is: [Br:1][C:2]1[C:3]([CH:8]=[N:12][NH:11][CH3:10])=[N:4][CH:5]=[CH:6][CH:7]=1. (3) Given the reactants [CH2:1]([O:3][C:4](=[O:17])[C:5]([NH:7][CH2:8][C:9](=[O:16])[C:10]1[CH:15]=[CH:14][CH:13]=[CH:12][CH:11]=1)=O)[CH3:2], predict the reaction product. The product is: [CH2:1]([O:3][C:4]([C:5]1[O:16][C:9]([C:10]2[CH:15]=[CH:14][CH:13]=[CH:12][CH:11]=2)=[CH:8][N:7]=1)=[O:17])[CH3:2]. (4) Given the reactants [H-].[Na+].[CH:3]1[C:11]2[C:10]3[CH:12]=[CH:13][CH:14]=[CH:15][C:9]=3[O:8][C:7]=2[C:6]([OH:16])=[CH:5][CH:4]=1.[CH3:17]I, predict the reaction product. The product is: [CH3:17][O:16][C:6]1[C:7]2[O:8][C:9]3[CH:15]=[CH:14][CH:13]=[CH:12][C:10]=3[C:11]=2[CH:3]=[CH:4][CH:5]=1. (5) Given the reactants [NH2:1][C:2]1[CH:3]=[C:4]([N:8]2[C:13](=[O:14])[C:12]([CH2:15][C:16]3[CH:21]=[CH:20][CH:19]=[CH:18][CH:17]=3)=[N:11][C:10]3[CH:22]=[CH:23][CH:24]=[N:25][C:9]2=3)[CH:5]=[CH:6][CH:7]=1.[O-:26][C:27]#[N:28].[K+], predict the reaction product. The product is: [CH2:15]([C:12]1[C:13](=[O:14])[N:8]([C:4]2[CH:5]=[CH:6][CH:7]=[C:2]([NH:1][C:27]([NH2:28])=[O:26])[CH:3]=2)[C:9]2[N:25]=[CH:24][CH:23]=[CH:22][C:10]=2[N:11]=1)[C:16]1[CH:21]=[CH:20][CH:19]=[CH:18][CH:17]=1. (6) Given the reactants [Cl:1][C:2]1[CH:10]=[C:9]([NH:11][C:12]2[CH:17]=[CH:16][CH:15]=[CH:14][C:13]=2[S:18][CH3:19])[C:5]([C:6](O)=[O:7])=[CH:4][N:3]=1.Cl.C[N:22](C)CCCN=C=NCC.ON1C2C=CC=CC=2N=N1.[Cl-].[NH4+], predict the reaction product. The product is: [Cl:1][C:2]1[CH:10]=[C:9]([NH:11][C:12]2[CH:17]=[CH:16][CH:15]=[CH:14][C:13]=2[S:18][CH3:19])[C:5]([C:6]([NH2:22])=[O:7])=[CH:4][N:3]=1.